Dataset: Forward reaction prediction with 1.9M reactions from USPTO patents (1976-2016). Task: Predict the product of the given reaction. (1) Given the reactants [CH3:1][C:2]1[O:3][C:4]2[C:9]([C:10](=[O:12])[CH:11]=1)=[CH:8][CH:7]=[CH:6][C:5]=2[CH:13]=[C:14]([C:22](=O)[CH3:23])[C:15]([O:17][CH2:18][CH:19]1[CH2:21][CH2:20]1)=[O:16].[NH2:25][C:26]([CH3:31])=[CH:27][C:28](=[O:30])[CH3:29], predict the reaction product. The product is: [C:28]([C:27]1[CH:13]([C:5]2[CH:6]=[CH:7][CH:8]=[C:9]3[C:4]=2[O:3][C:2]([CH3:1])=[CH:11][C:10]3=[O:12])[C:14]([C:15]([O:17][CH2:18][CH:19]2[CH2:21][CH2:20]2)=[O:16])=[C:22]([CH3:23])[NH:25][C:26]=1[CH3:31])(=[O:30])[CH3:29]. (2) Given the reactants [CH3:1][C:2]1[N:3]=[C:4]2[S:22][CH:21]=[CH:20][N:5]2[C:6](=[O:19])[C:7]=1[C:8]1[CH:13]=[CH:12][C:11]([O:14][C:15]([F:18])([F:17])[F:16])=[CH:10][CH:9]=1.[CH3:23][O:24][C:25]1[C:26]([O:33][CH2:34][CH2:35][CH3:36])=[C:27]([CH:30]=[CH:31][CH:32]=1)[CH:28]=O.[O-]CC.[Na+], predict the reaction product. The product is: [CH3:23][O:24][C:25]1[C:26]([O:33][CH2:34][CH2:35][CH3:36])=[C:27](/[CH:28]=[CH:1]/[C:2]2[N:3]=[C:4]3[S:22][CH:21]=[CH:20][N:5]3[C:6](=[O:19])[C:7]=2[C:8]2[CH:13]=[CH:12][C:11]([O:14][C:15]([F:17])([F:18])[F:16])=[CH:10][CH:9]=2)[CH:30]=[CH:31][CH:32]=1.